The task is: Predict the reactants needed to synthesize the given product.. This data is from Full USPTO retrosynthesis dataset with 1.9M reactions from patents (1976-2016). (1) Given the product [OH:10][C:9]1[C:8]([CH3:7])=[C:14]([OH:15])[CH:13]=[CH:12][C:11]=1[C:1](=[O:5])[CH2:2][CH2:3][CH3:4], predict the reactants needed to synthesize it. The reactants are: [C:1](Cl)(=[O:5])[CH2:2][CH2:3][CH3:4].[CH3:7][C:8]1[C:14]([OH:15])=[CH:13][CH:12]=[CH:11][C:9]=1[OH:10].[Cl-].[Cl-].[Cl-].[Al+3]. (2) The reactants are: [CH2:1]([C@@H:8](/[CH:24]=[CH:25]/[C@H:26]([CH3:42])[C:27]([N:29]1[C@@H:33]([CH2:34][C:35]2[CH:40]=[CH:39][CH:38]=[CH:37][CH:36]=2)[CH2:32][O:31][C:30]1=[O:41])=[O:28])[C:9]([N:11]1[C@@H:15]([CH2:16][C:17]2[CH:22]=[CH:21][CH:20]=[CH:19][CH:18]=2)[CH2:14][O:13][C:12]1=[O:23])=[O:10])[C:2]1[CH:7]=[CH:6][CH:5]=[CH:4][CH:3]=1.[CH3:43]COC(C)=O. Given the product [CH2:1]([C@@H:8]([CH2:24][CH2:25][C@H:26]([CH2:42][CH3:43])[C:27]([N:29]1[C@@H:33]([CH2:34][C:35]2[CH:36]=[CH:37][CH:38]=[CH:39][CH:40]=2)[CH2:32][O:31][C:30]1=[O:41])=[O:28])[C:9]([N:11]1[C@@H:15]([CH2:16][C:17]2[CH:22]=[CH:21][CH:20]=[CH:19][CH:18]=2)[CH2:14][O:13][C:12]1=[O:23])=[O:10])[C:2]1[CH:3]=[CH:4][CH:5]=[CH:6][CH:7]=1, predict the reactants needed to synthesize it.